Dataset: Full USPTO retrosynthesis dataset with 1.9M reactions from patents (1976-2016). Task: Predict the reactants needed to synthesize the given product. Given the product [NH:18]1[C:17]2[CH:21]=[CH:22][C:14]([O:13][C:4]3[CH:5]=[CH:6][C:7]([CH:8]=[O:9])=[C:2]([Cl:1])[CH:3]=3)=[CH:15][C:16]=2[N:20]=[CH:19]1, predict the reactants needed to synthesize it. The reactants are: [Cl:1][C:2]1[CH:3]=[C:4]([O:13][C:14]2[CH:22]=[CH:21][C:17]3[NH:18][CH:19]=[N:20][C:16]=3[CH:15]=2)[CH:5]=[CH:6][C:7]=1[CH:8]1OCC[O:9]1.[OH-].[Na+].